This data is from HIV replication inhibition screening data with 41,000+ compounds from the AIDS Antiviral Screen. The task is: Binary Classification. Given a drug SMILES string, predict its activity (active/inactive) in a high-throughput screening assay against a specified biological target. (1) The compound is c1ccc(-c2nc3cc4c(cc3n3cccc23)oc2ccccc24)cc1. The result is 0 (inactive). (2) The drug is COc1ccc(C2(OC)Oc3cc(OC)ccc3C(=O)C2(O)OC)cc1. The result is 0 (inactive). (3) The molecule is Cn1c(=O)sc2cc(C(=S)N3CCN(c4ccccc4)CC3)ccc21. The result is 1 (active). (4) The compound is CC(C)n1c(=O)[nH]n(-c2ccccc2)c1=O. The result is 0 (inactive). (5) The drug is Cl.c1ccc(CNc2ccc3[nH]c4cnccc4c3c2)cc1. The result is 1 (active).